Dataset: NCI-60 drug combinations with 297,098 pairs across 59 cell lines. Task: Regression. Given two drug SMILES strings and cell line genomic features, predict the synergy score measuring deviation from expected non-interaction effect. (1) Drug 2: CC1=C(C(=CC=C1)Cl)NC(=O)C2=CN=C(S2)NC3=CC(=NC(=N3)C)N4CCN(CC4)CCO. Cell line: RXF 393. Drug 1: C1=NC2=C(N1)C(=S)N=C(N2)N. Synergy scores: CSS=14.9, Synergy_ZIP=-7.44, Synergy_Bliss=-1.45, Synergy_Loewe=-5.33, Synergy_HSA=0.210. (2) Cell line: A549. Drug 2: C1=CC(=CC=C1C#N)C(C2=CC=C(C=C2)C#N)N3C=NC=N3. Synergy scores: CSS=13.1, Synergy_ZIP=-0.567, Synergy_Bliss=-0.471, Synergy_Loewe=-18.7, Synergy_HSA=-0.0360. Drug 1: CCC1=CC2CC(C3=C(CN(C2)C1)C4=CC=CC=C4N3)(C5=C(C=C6C(=C5)C78CCN9C7C(C=CC9)(C(C(C8N6C)(C(=O)OC)O)OC(=O)C)CC)OC)C(=O)OC.C(C(C(=O)O)O)(C(=O)O)O. (3) Drug 1: CN(C)N=NC1=C(NC=N1)C(=O)N. Drug 2: C1CNP(=O)(OC1)N(CCCl)CCCl. Cell line: SK-MEL-5. Synergy scores: CSS=0.639, Synergy_ZIP=-2.96, Synergy_Bliss=-5.52, Synergy_Loewe=-6.79, Synergy_HSA=-7.56. (4) Drug 1: C1CN1C2=NC(=NC(=N2)N3CC3)N4CC4. Drug 2: COC1=C2C(=CC3=C1OC=C3)C=CC(=O)O2. Cell line: K-562. Synergy scores: CSS=47.9, Synergy_ZIP=2.26, Synergy_Bliss=-2.29, Synergy_Loewe=-15.8, Synergy_HSA=0.623. (5) Drug 1: C1=NC2=C(N=C(N=C2N1C3C(C(C(O3)CO)O)F)Cl)N. Drug 2: C(CC(=O)O)C(=O)CN.Cl. Cell line: SF-539. Synergy scores: CSS=18.1, Synergy_ZIP=-2.25, Synergy_Bliss=2.73, Synergy_Loewe=6.01, Synergy_HSA=4.39. (6) Drug 1: C1=NC2=C(N=C(N=C2N1C3C(C(C(O3)CO)O)O)F)N. Drug 2: CC1CCCC2(C(O2)CC(NC(=O)CC(C(C(=O)C(C1O)C)(C)C)O)C(=CC3=CSC(=N3)C)C)C. Cell line: SW-620. Synergy scores: CSS=39.1, Synergy_ZIP=-1.65, Synergy_Bliss=-4.54, Synergy_Loewe=-7.00, Synergy_HSA=-2.56.